Dataset: Catalyst prediction with 721,799 reactions and 888 catalyst types from USPTO. Task: Predict which catalyst facilitates the given reaction. (1) Reactant: [C:1]([C:3]1[CH:11]=[CH:10][C:6]([C:7]([OH:9])=[O:8])=[CH:5][CH:4]=1)#[CH:2].I[C:13]1[CH:20]=[CH:19][C:16]([CH:17]=[O:18])=[CH:15][CH:14]=1.C(NC(C)C)(C)C. Product: [CH:17]([C:16]1[CH:19]=[CH:20][C:13]([C:2]#[C:1][C:3]2[CH:11]=[CH:10][C:6]([C:7]([OH:9])=[O:8])=[CH:5][CH:4]=2)=[CH:14][CH:15]=1)=[O:18]. The catalyst class is: 540. (2) Reactant: [C:1]([C:3]1[CH:8]=[CH:7][C:6]([C:9]2[CH:10]=[N:11][N:12]3[CH:17]=[CH:16][C:15]([C:18]4[CH:26]=[CH:25][C:21]([C:22]([OH:24])=O)=[C:20]([O:27][CH3:28])[CH:19]=4)=[N:14][C:13]=23)=[CH:5][CH:4]=1)#[N:2].C[N:30]1[CH2:35][CH2:34][O:33][CH2:32][CH2:31]1.CN(C(ON1N=NC2C=CC=NC1=2)=[N+](C)C)C.F[P-](F)(F)(F)(F)F.N1CCOCC1. Product: [CH3:28][O:27][C:20]1[CH:19]=[C:18]([C:15]2[CH:16]=[CH:17][N:12]3[N:11]=[CH:10][C:9]([C:6]4[CH:5]=[CH:4][C:3]([C:1]#[N:2])=[CH:8][CH:7]=4)=[C:13]3[N:14]=2)[CH:26]=[CH:25][C:21]=1[C:22]([N:30]1[CH2:35][CH2:34][O:33][CH2:32][CH2:31]1)=[O:24]. The catalyst class is: 31. (3) Reactant: [CH:1]1([N:7]2[C:11](=[O:12])[CH:10]=[C:9]([CH3:13])[N:8]2[CH2:14][CH3:15])[CH2:6][CH2:5][CH2:4][CH2:3][CH2:2]1.[Cl:16]N1C(=O)CCC1=O. Product: [Cl:16][C:10]1[C:11](=[O:12])[N:7]([CH:1]2[CH2:2][CH2:3][CH2:4][CH2:5][CH2:6]2)[N:8]([CH2:14][CH3:15])[C:9]=1[CH3:13]. The catalyst class is: 22. (4) Reactant: CN(C(O[N:9]1[N:17]=NC2C=CC=NC1=2)=[N+](C)C)C.F[P-](F)(F)(F)(F)F.[F:25][C:26]1[CH:31]=[CH:30][CH:29]=[CH:28][C:27]=1[N:32]1[C:40]2[C:35](=[C:36]([N:41]3[CH2:45][CH2:44][N:43]([CH2:46][C:47]([OH:49])=O)[C:42]3=[O:50])[CH:37]=[CH:38][CH:39]=2)[CH:34]=[N:33]1.O.NN. Product: [F:25][C:26]1[CH:31]=[CH:30][CH:29]=[CH:28][C:27]=1[N:32]1[C:40]2[C:35](=[C:36]([N:41]3[CH2:45][CH2:44][N:43]([CH2:46][C:47]([NH:9][NH2:17])=[O:49])[C:42]3=[O:50])[CH:37]=[CH:38][CH:39]=2)[CH:34]=[N:33]1. The catalyst class is: 10. (5) Reactant: FC(F)(F)C(O)=O.[Cl:8][C:9]1[C:10]([F:38])=[C:11]([CH:15]2[C:19]([C:22]3[CH:27]=[CH:26][C:25]([Cl:28])=[CH:24][C:23]=3[F:29])([C:20]#[N:21])[CH:18]([CH2:30][C:31]([CH3:34])([CH3:33])[CH3:32])[NH:17][CH:16]2[C:35](O)=[O:36])[CH:12]=[CH:13][CH:14]=1.[NH2:39][C:40]1[CH:41]=[CH:42][C:43]([NH:46][C:47](=[O:49])[CH3:48])=[N:44][CH:45]=1.CN(C(ON1N=NC2C=CC=NC1=2)=[N+](C)C)C.F[P-](F)(F)(F)(F)F.CCN(C(C)C)C(C)C. Product: [C:47]([NH:46][C:43]1[N:44]=[CH:45][C:40]([NH:39][C:35]([CH:16]2[CH:15]([C:11]3[CH:12]=[CH:13][CH:14]=[C:9]([Cl:8])[C:10]=3[F:38])[C:19]([C:22]3[CH:27]=[CH:26][C:25]([Cl:28])=[CH:24][C:23]=3[F:29])([C:20]#[N:21])[CH:18]([CH2:30][C:31]([CH3:33])([CH3:34])[CH3:32])[NH:17]2)=[O:36])=[CH:41][CH:42]=1)(=[O:49])[CH3:48]. The catalyst class is: 2. (6) Reactant: [S:1]1[CH:5]=[CH:4][C:3]2[CH:6]=[C:7]([OH:10])[CH:8]=[CH:9][C:2]1=2.[Cl:11][CH2:12][CH2:13]OS(C1C=CC(C)=CC=1)(=O)=O.C(=O)([O-])[O-].[Cs+].[Cs+]. Product: [Cl:11][CH2:12][CH2:13][O:10][C:7]1[CH:8]=[CH:9][C:2]2[S:1][CH:5]=[CH:4][C:3]=2[CH:6]=1. The catalyst class is: 10.